This data is from Forward reaction prediction with 1.9M reactions from USPTO patents (1976-2016). The task is: Predict the product of the given reaction. Given the reactants [CH2:1]([O:8][C:9](=[O:19])[NH:10][CH2:11][CH2:12][CH:13]=[N:14][NH:15][CH:16]([CH3:18])[CH3:17])[C:2]1[CH:7]=[CH:6][CH:5]=[CH:4][CH:3]=1.[F:20][C:21]1[CH:26]=[CH:25][C:24]([CH:27]=[C:28]([N+]([O-])=O)[CH2:29][CH:30]2[O:34][CH2:33][CH2:32][O:31]2)=[CH:23][CH:22]=1, predict the reaction product. The product is: [CH2:1]([O:8][C:9](=[O:19])[NH:10][CH2:11][CH2:12][C:13]1[C:28]([CH2:29][CH:30]2[O:34][CH2:33][CH2:32][O:31]2)=[C:27]([C:24]2[CH:25]=[CH:26][C:21]([F:20])=[CH:22][CH:23]=2)[N:15]([CH:16]([CH3:17])[CH3:18])[N:14]=1)[C:2]1[CH:3]=[CH:4][CH:5]=[CH:6][CH:7]=1.